From a dataset of Forward reaction prediction with 1.9M reactions from USPTO patents (1976-2016). Predict the product of the given reaction. (1) Given the reactants [N:1]1([C@@H:6]2[CH2:10][CH2:9][N:8]([C:11]3[CH:16]=[CH:15][C:14]([N:17]4[CH2:26][CH2:25][C:24]5[C:19](=[CH:20][CH:21]=[C:22]([O:27]C)[CH:23]=5)[C:18]4=[O:29])=[CH:13][C:12]=3[F:30])[CH2:7]2)[CH2:5][CH2:4][CH2:3][CH2:2]1.Br, predict the reaction product. The product is: [N:1]1([C@@H:6]2[CH2:10][CH2:9][N:8]([C:11]3[CH:16]=[CH:15][C:14]([N:17]4[CH2:26][CH2:25][C:24]5[C:19](=[CH:20][CH:21]=[C:22]([OH:27])[CH:23]=5)[C:18]4=[O:29])=[CH:13][C:12]=3[F:30])[CH2:7]2)[CH2:2][CH2:3][CH2:4][CH2:5]1. (2) Given the reactants Cl[C:2]1[N:7]=[CH:6][N:5]=[C:4]([N:8]([CH3:16])[CH2:9][CH2:10][CH2:11][C:12]([O:14][CH3:15])=[O:13])[C:3]=1[CH:17]=[O:18].[Cl:19][C:20]1[CH:21]=[C:22]([CH:24]=[CH:25][C:26]=1[O:27][CH2:28][C:29]1[CH:34]=[CH:33][CH:32]=[C:31]([F:35])[CH:30]=1)[NH2:23].C(=O)([O-])[O-].[K+].[K+], predict the reaction product. The product is: [Cl:19][C:20]1[CH:21]=[C:22]([NH:23][C:2]2[N:7]=[CH:6][N:5]=[C:4]([N:8]([CH3:16])[CH2:9][CH2:10][CH2:11][C:12]([O:14][CH3:15])=[O:13])[C:3]=2[CH:17]=[O:18])[CH:24]=[CH:25][C:26]=1[O:27][CH2:28][C:29]1[CH:34]=[CH:33][CH:32]=[C:31]([F:35])[CH:30]=1. (3) Given the reactants [Br:1][C:2]1[CH:3]=[N:4][C:5]2[N:6]([N:8]=[C:9]([C:11]([OH:13])=O)[CH:10]=2)[CH:7]=1.[F:14][C:15]1[CH:16]=[C:17]2[C:22](=[CH:23][C:24]=1[F:25])[CH:21]([CH3:26])[NH:20][CH2:19][CH2:18]2, predict the reaction product. The product is: [Br:1][C:2]1[CH:3]=[N:4][C:5]2[N:6]([N:8]=[C:9]([C:11]([N:20]3[CH2:19][CH2:18][C:17]4[C:22](=[CH:23][C:24]([F:25])=[C:15]([F:14])[CH:16]=4)[CH:21]3[CH3:26])=[O:13])[CH:10]=2)[CH:7]=1. (4) The product is: [CH:1]1([C:4]([C:9]2[CH:10]=[CH:11][CH:12]=[CH:13][CH:14]=2)([CH3:8])[C:5]([O:7][CH:16]2[CH2:15][CH2:21][N:22]([CH3:25])[CH2:23][CH2:27]2)=[O:6])[CH2:3][CH2:2]1. Given the reactants [CH:1]1([C:4]([C:9]2[CH:14]=[CH:13][CH:12]=[CH:11][CH:10]=2)([CH3:8])[C:5]([OH:7])=[O:6])[CH2:3][CH2:2]1.[C:15](Cl)(=O)[C:16](Cl)=O.[CH3:21][N:22]([CH3:25])[CH:23]=O.Cl[CH2:27]Cl, predict the reaction product. (5) Given the reactants [CH3:1][C:2]1[CH:7]=[CH:6][N:5]=[C:4]([NH:8][C:9]([NH2:11])=[S:10])[CH:3]=1.Br[CH2:13][C:14]([C:16]1[CH:21]=[CH:20][C:19]([O:22][C:23]([F:26])([F:25])[F:24])=[CH:18][CH:17]=1)=O, predict the reaction product. The product is: [CH3:1][C:2]1[CH:7]=[CH:6][N:5]=[C:4]([NH:8][C:9]2[S:10][CH:13]=[C:14]([C:16]3[CH:17]=[CH:18][C:19]([O:22][C:23]([F:24])([F:25])[F:26])=[CH:20][CH:21]=3)[N:11]=2)[CH:3]=1. (6) Given the reactants [Cl:1][C:2]1[N:7]=[C:6]([C:8]2[S:12][C:11]([N:13]3[CH2:18][CH2:17][O:16][CH2:15][CH2:14]3)=[N:10][C:9]=2[C:19]2[C:20]([F:26])=[C:21]([CH:23]=[CH:24][CH:25]=2)[NH2:22])[CH:5]=[CH:4][N:3]=1.[N:27]1([S:33](Cl)(=[O:35])=[O:34])[CH2:32][CH2:31][CH2:30][CH2:29][CH2:28]1, predict the reaction product. The product is: [Cl:1][C:2]1[N:7]=[C:6]([C:8]2[S:12][C:11]([N:13]3[CH2:14][CH2:15][O:16][CH2:17][CH2:18]3)=[N:10][C:9]=2[C:19]2[C:20]([F:26])=[C:21]([NH:22][S:33]([N:27]3[CH2:32][CH2:31][CH2:30][CH2:29][CH2:28]3)(=[O:35])=[O:34])[CH:23]=[CH:24][CH:25]=2)[CH:5]=[CH:4][N:3]=1. (7) Given the reactants [OH:1][C:2]1[C:3](=[O:12])[O:4][C:5]2[C:10]([CH:11]=1)=[CH:9][CH:8]=[CH:7][CH:6]=2.C(=O)([O-])[O-].[K+].[K+].C1OCCOCCOCCOCCOCCOC1.Cl[CH2:38][CH2:39][C:40](=[O:42])[CH3:41], predict the reaction product. The product is: [O:42]=[C:40]([CH3:41])[CH2:39][CH2:38][O:1][C:2]1[C:3](=[O:12])[O:4][C:5]2[C:10]([CH:11]=1)=[CH:9][CH:8]=[CH:7][CH:6]=2.